The task is: Predict the product of the given reaction.. This data is from Forward reaction prediction with 1.9M reactions from USPTO patents (1976-2016). The product is: [Cl:37][C:27]1[C:26]([C:24]([NH2:23])=[O:25])=[CH:31][N:30]=[C:29]2[N:32]([CH2:35][CH3:36])[N:33]=[CH:34][C:28]=12. Given the reactants ClC1C(C(O)=O)=CN=C2N(CC)N=CC=12.C([NH:23][C:24]([C:26]1[C:27]([Cl:37])=[C:28]2[CH:34]=[N:33][N:32]([CH2:35][CH3:36])[C:29]2=[N:30][CH:31]=1)=[O:25])C1C=CC=CC=1.N, predict the reaction product.